Task: Regression. Given two drug SMILES strings and cell line genomic features, predict the synergy score measuring deviation from expected non-interaction effect.. Dataset: NCI-60 drug combinations with 297,098 pairs across 59 cell lines (1) Drug 1: C1CCN(CC1)CCOC2=CC=C(C=C2)C(=O)C3=C(SC4=C3C=CC(=C4)O)C5=CC=C(C=C5)O. Drug 2: CCC1(C2=C(COC1=O)C(=O)N3CC4=CC5=C(C=CC(=C5CN(C)C)O)N=C4C3=C2)O.Cl. Cell line: RPMI-8226. Synergy scores: CSS=-2.07, Synergy_ZIP=5.63, Synergy_Bliss=4.00, Synergy_Loewe=-48.4, Synergy_HSA=-4.97. (2) Drug 1: C1CC(C1)(C(=O)O)C(=O)O.[NH2-].[NH2-].[Pt+2]. Drug 2: C#CCC(CC1=CN=C2C(=N1)C(=NC(=N2)N)N)C3=CC=C(C=C3)C(=O)NC(CCC(=O)O)C(=O)O. Cell line: OVCAR-4. Synergy scores: CSS=60.5, Synergy_ZIP=2.05, Synergy_Bliss=1.39, Synergy_Loewe=-26.1, Synergy_HSA=1.79. (3) Drug 1: CS(=O)(=O)C1=CC(=C(C=C1)C(=O)NC2=CC(=C(C=C2)Cl)C3=CC=CC=N3)Cl. Drug 2: CC1=C2C(C(=O)C3(C(CC4C(C3C(C(C2(C)C)(CC1OC(=O)C(C(C5=CC=CC=C5)NC(=O)OC(C)(C)C)O)O)OC(=O)C6=CC=CC=C6)(CO4)OC(=O)C)O)C)O. Cell line: HS 578T. Synergy scores: CSS=59.4, Synergy_ZIP=20.5, Synergy_Bliss=24.3, Synergy_Loewe=-10.2, Synergy_HSA=19.3. (4) Drug 1: C1CCC(C1)C(CC#N)N2C=C(C=N2)C3=C4C=CNC4=NC=N3. Drug 2: C1C(C(OC1N2C=NC3=C2NC=NCC3O)CO)O. Cell line: SNB-75. Synergy scores: CSS=-0.318, Synergy_ZIP=0.823, Synergy_Bliss=1.63, Synergy_Loewe=-2.15, Synergy_HSA=-1.97. (5) Drug 1: CC1OCC2C(O1)C(C(C(O2)OC3C4COC(=O)C4C(C5=CC6=C(C=C35)OCO6)C7=CC(=C(C(=C7)OC)O)OC)O)O. Drug 2: CCN(CC)CCNC(=O)C1=C(NC(=C1C)C=C2C3=C(C=CC(=C3)F)NC2=O)C. Cell line: SF-295. Synergy scores: CSS=41.1, Synergy_ZIP=-0.184, Synergy_Bliss=-0.910, Synergy_Loewe=-3.24, Synergy_HSA=-0.648.